From a dataset of Full USPTO retrosynthesis dataset with 1.9M reactions from patents (1976-2016). Predict the reactants needed to synthesize the given product. (1) The reactants are: [CH3:1][N:2]([CH2:11][C:12]1[CH:13]=[C:14]([C:18]2[CH:23]=[CH:22][C:21]([CH:24]=[C:25]([C:31]([O:33][CH2:34][CH3:35])=[O:32])[C:26]([O:28][CH2:29][CH3:30])=[O:27])=[CH:20][CH:19]=2)[CH:15]=[CH:16][CH:17]=1)[C:3]([C:5]1[CH:10]=[CH:9][CH:8]=[CH:7][CH:6]=1)=[O:4].C1COCC1. Given the product [CH3:1][N:2]([CH2:11][C:12]1[CH:13]=[C:14]([C:18]2[CH:19]=[CH:20][C:21]([CH2:24][CH:25]([C:31]([O:33][CH2:34][CH3:35])=[O:32])[C:26]([O:28][CH2:29][CH3:30])=[O:27])=[CH:22][CH:23]=2)[CH:15]=[CH:16][CH:17]=1)[C:3]([C:5]1[CH:6]=[CH:7][CH:8]=[CH:9][CH:10]=1)=[O:4], predict the reactants needed to synthesize it. (2) The reactants are: CCOC(/N=N/C(OCC)=O)=O.C(O[CH2:17][C:18]1[N:23]([CH2:24][C:25]2[CH:30]=[CH:29][CH:28]=[C:27]([C:31]([F:34])([F:33])[F:32])[C:26]=2[CH3:35])[C:22]2[N:36]=[C:37]([N:39]3[CH2:44][CH2:43][O:42][CH2:41][CH2:40]3)[S:38][C:21]=2[C:20](=[O:45])[N:19]=1)(=O)C.[C:46]1(=[O:56])[C:54]2[C:49](=[CH:50][CH:51]=[CH:52][CH:53]=2)[C:48](=[O:55])[NH:47]1.C1(P(C2C=CC=CC=2)C2C=CC=CC=2)C=CC=CC=1. Given the product [CH3:35][C:26]1[C:27]([C:31]([F:32])([F:33])[F:34])=[CH:28][CH:29]=[CH:30][C:25]=1[CH2:24][N:23]1[C:22]2[N:36]=[C:37]([N:39]3[CH2:40][CH2:41][O:42][CH2:43][CH2:44]3)[S:38][C:21]=2[C:20](=[O:45])[N:19]=[C:18]1[CH2:17][N:47]1[C:48](=[O:55])[C:49]2[C:54](=[CH:53][CH:52]=[CH:51][CH:50]=2)[C:46]1=[O:56], predict the reactants needed to synthesize it. (3) Given the product [C:1]([C:3]1([C:39]([N:33]2[CH2:38][CH2:37][O:36][CH2:35][CH2:34]2)=[O:40])[CH2:8][CH2:7][N:6]([C:9]([O:11][C:12]([CH3:15])([CH3:14])[CH3:13])=[O:10])[CH2:5][CH2:4]1)#[N:2], predict the reactants needed to synthesize it. The reactants are: [C:1]([CH:3]1[CH2:8][CH2:7][N:6]([C:9]([O:11][C:12]([CH3:15])([CH3:14])[CH3:13])=[O:10])[CH2:5][CH2:4]1)#[N:2].C[Si]([N-][Si](C)(C)C)(C)C.[K+].C1(C)C=CC=CC=1.[N:33]1([C:39](Cl)=[O:40])[CH2:38][CH2:37][O:36][CH2:35][CH2:34]1.[OH-].[Na+]. (4) Given the product [CH3:22][N:21]1[C:17]([N:9]2[CH2:8][CH2:7][C:6]3[C:11](=[CH:12][C:3]([C:2]([F:1])([F:14])[F:15])=[CH:4][CH:5]=3)[C:10]2=[O:13])=[CH:18][N:19]=[CH:20]1, predict the reactants needed to synthesize it. The reactants are: [F:1][C:2]([F:15])([F:14])[C:3]1[CH:12]=[C:11]2[C:6]([CH2:7][CH2:8][NH:9][C:10]2=[O:13])=[CH:5][CH:4]=1.Br[C:17]1[N:21]([CH3:22])[CH:20]=[N:19][CH:18]=1.P([O-])([O-])([O-])=O.[K+].[K+].[K+]. (5) Given the product [CH2:19]([O:26][C:27]([NH:29][C@@H:30]([CH2:40][CH:41]([CH3:43])[CH3:42])[CH2:31][NH:32][C:33](=[O:39])[O:34][C:35]([CH3:36])([CH3:37])[CH3:38])=[O:28])[C:20]1[CH:25]=[CH:24][CH:23]=[CH:22][CH:21]=1, predict the reactants needed to synthesize it. The reactants are: OC[C@@H](NC(=O)OCC1C=CC=CC=1)CC(C)C.[CH2:19]([O:26][C:27]([NH:29][CH:30]([CH2:40][CH:41]([CH3:43])[CH3:42])[CH2:31][NH:32][C:33](=[O:39])[O:34][C:35]([CH3:38])([CH3:37])[CH3:36])=[O:28])[C:20]1[CH:25]=[CH:24][CH:23]=[CH:22][CH:21]=1. (6) Given the product [CH2:14]([O:16][C:17]([C:18]1[C:6]2[NH:7][C:8]3[C:13]([C:5]=2[CH:4]=[CH:3][N:2]=1)=[CH:12][CH:11]=[CH:10][CH:9]=3)=[O:20])[CH3:15], predict the reactants needed to synthesize it. The reactants are: Cl.[NH2:2][CH2:3][CH2:4][C:5]1[C:13]2[C:8](=[CH:9][CH:10]=[CH:11][CH:12]=2)[NH:7][CH:6]=1.[CH2:14]([O:16][C:17](=[O:20])[CH:18]=O)[CH3:15]. (7) Given the product [Cl:22][C:23]1[CH:24]=[C:25]([NH:30][C:31]2[C:32]3[C:39](=[CH:20][C:3]4[NH:4][C:5]5[CH2:10][CH2:9][N:8]([CH2:11][CH2:12][N:13]6[CH2:14][CH2:15][CH2:16][CH2:17][CH2:18]6)[C:7](=[O:19])[C:6]=5[C:2]=4[CH3:1])[C:38](=[O:40])[NH:37][C:33]=3[N:34]=[CH:35][N:36]=2)[CH:26]=[CH:27][C:28]=1[F:29], predict the reactants needed to synthesize it. The reactants are: [CH3:1][C:2]1[C:6]2[C:7](=[O:19])[N:8]([CH2:11][CH2:12][N:13]3[CH2:18][CH2:17][CH2:16][CH2:15][CH2:14]3)[CH2:9][CH2:10][C:5]=2[NH:4][C:3]=1[CH:20]=O.[Cl:22][C:23]1[CH:24]=[C:25]([NH:30][C:31]2[C:32]3[CH2:39][C:38](=[O:40])[NH:37][C:33]=3[N:34]=[CH:35][N:36]=2)[CH:26]=[CH:27][C:28]=1[F:29].